Dataset: Forward reaction prediction with 1.9M reactions from USPTO patents (1976-2016). Task: Predict the product of the given reaction. Given the reactants [Cl:1][C:2]1[CH:7]=[CH:6][C:5]([S:8]([C:11]2([C:29]3[CH:34]=[C:33]([F:35])[CH:32]=[CH:31][C:30]=3[F:36])[CH2:16][CH2:15][CH:14](CS(N3CCC[C@@H]3C(O)=O)(=O)=O)[CH2:13][CH2:12]2)(=[O:10])=[O:9])=[CH:4][CH:3]=1.[S:37]([NH2:41])([NH2:40])(=[O:39])=[O:38], predict the reaction product. The product is: [Cl:1][C:2]1[CH:7]=[CH:6][C:5]([S:8]([C:11]2([C:29]3[CH:34]=[C:33]([F:35])[CH:32]=[CH:31][C:30]=3[F:36])[CH2:16][CH2:15][CH:14]([NH:40][S:37](=[O:39])(=[O:38])[NH2:41])[CH2:13][CH2:12]2)(=[O:10])=[O:9])=[CH:4][CH:3]=1.